From a dataset of Full USPTO retrosynthesis dataset with 1.9M reactions from patents (1976-2016). Predict the reactants needed to synthesize the given product. (1) Given the product [O:1]1[C:5]2[CH:6]=[CH:7][CH:8]=[C:9]([C@H:10]([NH:12][C@H:13]3[CH2:17][CH2:16][C@@H:15]([C:18]4[CH:23]=[CH:22][C:21]([NH:26][CH2:27][CH2:28][S:29]([NH2:32])(=[O:31])=[O:30])=[N:20][CH:19]=4)[CH2:14]3)[CH3:11])[C:4]=2[O:3][CH2:2]1, predict the reactants needed to synthesize it. The reactants are: [O:1]1[C:5]2[CH:6]=[CH:7][CH:8]=[C:9]([C@H:10]([NH:12][C@H:13]3[CH2:17][CH2:16][C@@H:15]([C:18]4[CH:19]=[N:20][C:21](F)=[CH:22][CH:23]=4)[CH2:14]3)[CH3:11])[C:4]=2[O:3][CH2:2]1.Cl.[NH2:26][CH2:27][CH2:28][S:29]([NH2:32])(=[O:31])=[O:30]. (2) The reactants are: [NH2:1][C:2]1[N:7]=[C:6]([N:8]([CH3:15])[C:9]2[CH:14]=[CH:13][CH:12]=[CH:11][CH:10]=2)[N:5]=[C:4]([C:16]([NH:18][OH:19])=[NH:17])[N:3]=1.[O:20]1[CH:24]=[CH:23][CH:22]=[C:21]1[C:25](Cl)=O. Given the product [O:20]1[CH:24]=[CH:23][CH:22]=[C:21]1[C:25]1[O:19][N:18]=[C:16]([C:4]2[N:5]=[C:6]([N:8]([CH3:15])[C:9]3[CH:14]=[CH:13][CH:12]=[CH:11][CH:10]=3)[N:7]=[C:2]([NH2:1])[N:3]=2)[N:17]=1, predict the reactants needed to synthesize it. (3) Given the product [N+:1]([C:4]1[CH:5]=[C:6]([CH2:10][C:11]([Cl:16])=[O:13])[CH:7]=[CH:8][CH:9]=1)([O-:3])=[O:2], predict the reactants needed to synthesize it. The reactants are: [N+:1]([C:4]1[CH:5]=[C:6]([CH2:10][C:11]([OH:13])=O)[CH:7]=[CH:8][CH:9]=1)([O-:3])=[O:2].S(Cl)([Cl:16])=O.CN(C=O)C. (4) Given the product [C:25]([C:29]1[CH:30]=[C:31]([CH3:49])[CH:32]([C:34]([C:1]2[C:13]3[CH2:12][C:11]4[C:6](=[CH:7][CH:8]=[CH:9][CH:10]=4)[C:5]=3[CH:4]=[CH:3][CH:2]=2)([C:35]2[CH:36]=[CH:37][C:38]([Cl:41])=[CH:39][CH:40]=2)[C:42]2[CH:43]=[CH:44][C:45]([Cl:48])=[CH:46][CH:47]=2)[CH:33]=1)([CH3:26])([CH3:27])[CH3:28], predict the reactants needed to synthesize it. The reactants are: [CH:1]1[C:13]2[CH2:12][C:11]3[C:6](=[CH:7][CH:8]=[CH:9][CH:10]=3)[C:5]=2[CH:4]=[CH:3][CH:2]=1.C([Li])CCC.CCCCCC.[C:25]([C:29]1[CH:30]=[C:31]([CH3:49])[C:32](=[C:34]([C:42]2[CH:47]=[CH:46][C:45]([Cl:48])=[CH:44][CH:43]=2)[C:35]2[CH:40]=[CH:39][C:38]([Cl:41])=[CH:37][CH:36]=2)[CH:33]=1)([CH3:28])([CH3:27])[CH3:26].Cl. (5) Given the product [CH3:14][O:15][C:16]1[N:21]=[C:20]([N:22]2[CH2:27][CH2:26][N:25]([CH2:2][C:3]3[CH:8]=[CH:7][C:6]([CH2:9][NH:10][C:11](=[O:13])[CH3:12])=[CH:5][CH:4]=3)[CH2:24][CH2:23]2)[CH:19]=[C:18]([O:28][CH3:29])[N:17]=1, predict the reactants needed to synthesize it. The reactants are: Cl[CH2:2][C:3]1[CH:8]=[CH:7][C:6]([CH2:9][NH:10][C:11](=[O:13])[CH3:12])=[CH:5][CH:4]=1.[CH3:14][O:15][C:16]1[N:21]=[C:20]([N:22]2[CH2:27][CH2:26][NH:25][CH2:24][CH2:23]2)[CH:19]=[C:18]([O:28][CH3:29])[N:17]=1.C(=O)([O-])[O-].[K+].[K+].O. (6) Given the product [C:1]([C:5]1[N:10]=[C:9]([O:11][CH2:12][CH3:13])[C:8]([C:14]2[N:15]([C:35]([N:38]3[CH2:43][CH2:42][CH2:41][CH:40]([C:44]([NH2:46])=[O:45])[CH2:39]3)=[O:36])[C:16]([C:28]3[CH:33]=[CH:32][C:31]([Cl:34])=[CH:30][CH:29]=3)([CH3:27])[C:17]([C:20]3[CH:25]=[CH:24][C:23]([Cl:26])=[CH:22][CH:21]=3)([CH3:19])[N:18]=2)=[CH:7][N:6]=1)([CH3:2])([CH3:3])[CH3:4], predict the reactants needed to synthesize it. The reactants are: [C:1]([C:5]1[N:10]=[C:9]([O:11][CH2:12][CH3:13])[C:8]([C:14]2[N:15]([C:35](Cl)=[O:36])[C:16]([C:28]3[CH:33]=[CH:32][C:31]([Cl:34])=[CH:30][CH:29]=3)([CH3:27])[C:17]([C:20]3[CH:25]=[CH:24][C:23]([Cl:26])=[CH:22][CH:21]=3)([CH3:19])[N:18]=2)=[CH:7][N:6]=1)([CH3:4])([CH3:3])[CH3:2].[NH:38]1[CH2:43][CH2:42][CH2:41][CH:40]([C:44]([NH2:46])=[O:45])[CH2:39]1. (7) Given the product [C:1]([NH:4][C:5]1[C:13]2[S:12][C:11]([NH:14][C:22](=[O:23])[C:21]3[CH:25]=[CH:26][C:18]([F:17])=[CH:19][CH:20]=3)=[N:10][C:9]=2[C:8]([O:15][CH3:16])=[CH:7][CH:6]=1)(=[O:3])[CH3:2], predict the reactants needed to synthesize it. The reactants are: [C:1]([NH:4][C:5]1[C:13]2[S:12][C:11]([NH2:14])=[N:10][C:9]=2[C:8]([O:15][CH3:16])=[CH:7][CH:6]=1)(=[O:3])[CH3:2].[F:17][C:18]1[CH:26]=[CH:25][C:21]([C:22](Cl)=[O:23])=[CH:20][CH:19]=1.